Task: Predict which catalyst facilitates the given reaction.. Dataset: Catalyst prediction with 721,799 reactions and 888 catalyst types from USPTO (1) Reactant: [F:1][C:2]1[CH:7]=[CH:6][C:5]([C@@H:8]([NH:10][C:11]2[N:16]=[C:15]([N:17]3[CH2:22][CH2:21][CH:20]([C:23]([O:25]CC)=[O:24])[CH2:19][CH2:18]3)[CH:14]=[C:13]([NH:28][C:29]3[CH:34]=[N:33][CH:32]=[CH:31][N:30]=3)[N:12]=2)[CH3:9])=[CH:4][CH:3]=1.[OH-].[Na+]. Product: [F:1][C:2]1[CH:3]=[CH:4][C:5]([C@@H:8]([NH:10][C:11]2[N:16]=[C:15]([N:17]3[CH2:22][CH2:21][CH:20]([C:23]([OH:25])=[O:24])[CH2:19][CH2:18]3)[CH:14]=[C:13]([NH:28][C:29]3[CH:34]=[N:33][CH:32]=[CH:31][N:30]=3)[N:12]=2)[CH3:9])=[CH:6][CH:7]=1. The catalyst class is: 8. (2) Product: [OH:1][CH:2]([C:22]1[S:23][CH:24]=[CH:25][CH:26]=1)[CH2:3][CH2:4][C:5]([NH:7][C:8]1[CH:9]=[CH:10][CH:11]=[C:12]2[C:16]=1[NH:15][C:14]([C:17]1[S:18][CH:19]=[CH:20][N:21]=1)=[CH:13]2)=[O:6]. Reactant: [O:1]=[C:2]([C:22]1[S:23][CH:24]=[CH:25][CH:26]=1)[CH2:3][CH2:4][C:5]([NH:7][C:8]1[CH:9]=[CH:10][CH:11]=[C:12]2[C:16]=1[NH:15][C:14]([C:17]1[S:18][CH:19]=[CH:20][N:21]=1)=[CH:13]2)=[O:6].O1CCCC1.[BH4-].[Na+].C(O)(=O)CC(CC(O)=O)(C(O)=O)O. The catalyst class is: 5. (3) Reactant: [C:1](Cl)(=O)[C:2](Cl)=O.[Cl:7][C:8]1[CH:13]=[CH:12][C:11]([C:14]2[N:15]=[C:16]([C:30](O)=[O:31])[C:17]([C:27](O)=[O:28])=[N:18][C:19]=2[C:20]2[CH:25]=[CH:24][C:23]([Cl:26])=[CH:22][CH:21]=2)=[CH:10][CH:9]=1.[NH:33]1[CH2:38][CH2:37][CH2:36][CH2:35][CH2:34]1. Product: [Cl:7][C:8]1[CH:13]=[CH:12][C:11]([C:14]2[C:19]([C:20]3[CH:21]=[CH:22][C:23]([Cl:26])=[CH:24][CH:25]=3)=[N:18][C:17]([C:27]([N:33]3[CH2:38][CH2:37][CH2:36][CH2:35][CH2:34]3)=[O:28])=[C:16]([C:30]([N:15]3[CH2:2][CH2:1][CH2:10][CH2:11][CH2:14]3)=[O:31])[N:15]=2)=[CH:10][CH:9]=1. The catalyst class is: 59.